This data is from Forward reaction prediction with 1.9M reactions from USPTO patents (1976-2016). The task is: Predict the product of the given reaction. (1) Given the reactants [CH3:1][O:2][C:3]1[CH:4]=[C:5]([C:11]2[C:12]([CH3:33])([CH3:32])[C:13](=[O:31])[N:14]([CH:16]3[CH2:21][CH2:20][N:19]([C:22]([C:24]4[CH:29]=[CH:28][CH:27]=[CH:26][C:25]=4[OH:30])=[O:23])[CH2:18][CH2:17]3)[N:15]=2)[CH:6]=[CH:7][C:8]=1[O:9][CH3:10].C(=O)([O-])[O-].[K+].[K+].Cl[CH2:41][C:42]([NH2:44])=[O:43], predict the reaction product. The product is: [CH3:1][O:2][C:3]1[CH:4]=[C:5]([C:11]2[C:12]([CH3:33])([CH3:32])[C:13](=[O:31])[N:14]([CH:16]3[CH2:21][CH2:20][N:19]([C:22]([C:24]4[CH:29]=[CH:28][CH:27]=[CH:26][C:25]=4[O:30][CH2:41][C:42]([NH2:44])=[O:43])=[O:23])[CH2:18][CH2:17]3)[N:15]=2)[CH:6]=[CH:7][C:8]=1[O:9][CH3:10]. (2) Given the reactants C(OC(=O)[N:7]([S:13]([C:16]1[C:21]([F:22])=[CH:20][C:19]([O:23][C@H:24]2[CH2:29][CH2:28][CH2:27][CH2:26][C@@H:25]2[C:30]2[C:31]([N+:41]([O-:43])=[O:42])=[N:32][N:33](C3CCCCO3)[CH:34]=2)=[CH:18][C:17]=1[F:44])(=[O:15])=[O:14])[C:8]1[N:9]=[CH:10][S:11][CH:12]=1)(C)(C)C.FC(F)(F)C(O)=O.ClCCl, predict the reaction product. The product is: [F:22][C:21]1[CH:20]=[C:19]([O:23][C@H:24]2[CH2:29][CH2:28][CH2:27][CH2:26][C@@H:25]2[C:30]2[C:31]([N+:41]([O-:43])=[O:42])=[N:32][NH:33][CH:34]=2)[CH:18]=[C:17]([F:44])[C:16]=1[S:13]([NH:7][C:8]1[N:9]=[CH:10][S:11][CH:12]=1)(=[O:15])=[O:14]. (3) The product is: [I:1][C:2]1[CH:3]=[CH:4][C:5]([CH2:6][CH:7]([CH2:8][OH:9])[CH2:13][OH:14])=[CH:18][CH:19]=1. Given the reactants [I:1][C:2]1[CH:19]=[CH:18][C:5]([CH2:6][CH:7]([C:13](OCC)=[O:14])[C:8](OCC)=[O:9])=[CH:4][CH:3]=1.ClCCl.[H-].C([Al+]CC(C)C)C(C)C.[C@H](O)(C([O-])=O)[C@@H](O)C([O-])=O.[Na+].[K+], predict the reaction product. (4) Given the reactants [F:1][C:2]1[CH:7]=[CH:6][C:5]([NH:8][CH:9]2[CH2:14][CH2:13][C:12](=[O:15])[CH2:11][CH2:10]2)=[C:4]([OH:16])[CH:3]=1.[C:17](N1C=CN=C1)(N1C=CN=C1)=[O:18].C(OCC)(=O)C, predict the reaction product. The product is: [F:1][C:2]1[CH:7]=[CH:6][C:5]2[N:8]([CH:9]3[CH2:14][CH2:13][C:12](=[O:15])[CH2:11][CH2:10]3)[C:17](=[O:18])[O:16][C:4]=2[CH:3]=1. (5) Given the reactants C(N(CC)CC)C.[F:8][C:9]([F:15])([F:14])/[C:10](/Br)=[N:11]/[OH:12].[CH2:16]([OH:19])[C:17]#[CH:18], predict the reaction product. The product is: [F:8][C:9]([F:15])([F:14])[C:10]1[CH:18]=[C:17]([CH2:16][OH:19])[O:12][N:11]=1. (6) Given the reactants [CH3:1][O:2][C:3]1[CH:11]=[CH:10][C:6]([C:7]([NH2:9])=[O:8])=[CH:5][CH:4]=1.Cl[S:13]Cl.C1[CH2:19][O:18]CC1, predict the reaction product. The product is: [CH3:1][O:2][C:3]1[CH:11]=[CH:10][C:6]([C:7]2[O:8][C:19](=[O:18])[S:13][N:9]=2)=[CH:5][CH:4]=1.